Task: Binary Classification. Given a drug SMILES string, predict its activity (active/inactive) in a high-throughput screening assay against a specified biological target.. Dataset: HIV replication inhibition screening data with 41,000+ compounds from the AIDS Antiviral Screen (1) The molecule is O=C(c1ccccc1)n1c2ccc(Br)cc2c2nc3ccccc3nc21. The result is 0 (inactive). (2) The molecule is Cl.O=C1CCCC1CN1CCCCC1. The result is 0 (inactive). (3) The compound is COc1cc(=O)cc2n(c1=O)CCC2. The result is 0 (inactive). (4) The compound is CN(C)c1ccc(C=C(C#N)c2c(Br)cccc2Br)cc1. The result is 0 (inactive).